This data is from TCR-epitope binding with 47,182 pairs between 192 epitopes and 23,139 TCRs. The task is: Binary Classification. Given a T-cell receptor sequence (or CDR3 region) and an epitope sequence, predict whether binding occurs between them. (1) The epitope is AVFDRKSDAK. The TCR CDR3 sequence is CSAEWLGEQFF. Result: 1 (the TCR binds to the epitope). (2) The epitope is HTDFSSEIIGY. The TCR CDR3 sequence is CASSLEGARLFGYTF. Result: 1 (the TCR binds to the epitope).